This data is from Forward reaction prediction with 1.9M reactions from USPTO patents (1976-2016). The task is: Predict the product of the given reaction. Given the reactants [CH2:1]([O:3][C:4](=[O:24])[C:5]([O:21][CH2:22][CH3:23])=[CH:6][C:7]1[CH:12]=[CH:11][C:10]([O:13]CC2C=CC=CC=2)=[CH:9][N:8]=1)[CH3:2], predict the reaction product. The product is: [CH2:1]([O:3][C:4](=[O:24])[CH:5]([O:21][CH2:22][CH3:23])[CH2:6][C:7]1[CH:12]=[CH:11][C:10]([OH:13])=[CH:9][N:8]=1)[CH3:2].